From a dataset of Full USPTO retrosynthesis dataset with 1.9M reactions from patents (1976-2016). Predict the reactants needed to synthesize the given product. (1) Given the product [CH2:1]([O:8][C:9]1[CH:10]=[C:11]([NH:15][C:17]([NH2:18])=[NH:16])[CH:12]=[CH:13][CH:14]=1)[C:2]1[CH:3]=[CH:4][CH:5]=[CH:6][CH:7]=1, predict the reactants needed to synthesize it. The reactants are: [CH2:1]([O:8][C:9]1[CH:10]=[C:11]([NH2:15])[CH:12]=[CH:13][CH:14]=1)[C:2]1[CH:7]=[CH:6][CH:5]=[CH:4][CH:3]=1.[N:16]#[C:17][NH2:18].Cl.[OH-].[Na+]. (2) Given the product [CH3:12][C:4]1[S:3][C:2]2[N:1]=[CH:13][N:15]=[C:7]([OH:8])[C:6]=2[CH:5]=1, predict the reactants needed to synthesize it. The reactants are: [NH2:1][C:2]1[S:3][C:4]([CH3:12])=[CH:5][C:6]=1[C:7](OCC)=[O:8].[CH:13]([NH2:15])=O. (3) Given the product [OH:27][CH2:28][C:29]1[CH:34]=[C:33]([C:2]2[N:11]=[CH:10][C:9]3[N:8]([CH2:12][C:13]([NH:15][CH2:16][CH:17]4[CH2:22][CH2:21][O:20][CH2:19][CH2:18]4)=[O:14])[CH2:7][C@@H:6]4[CH2:23][O:24][CH2:25][CH2:26][N:5]4[C:4]=3[N:3]=2)[CH:32]=[CH:31][CH:30]=1, predict the reactants needed to synthesize it. The reactants are: Cl[C:2]1[N:11]=[CH:10][C:9]2[N:8]([CH2:12][C:13]([NH:15][CH2:16][CH:17]3[CH2:22][CH2:21][O:20][CH2:19][CH2:18]3)=[O:14])[CH2:7][C@@H:6]3[CH2:23][O:24][CH2:25][CH2:26][N:5]3[C:4]=2[N:3]=1.[OH:27][CH2:28][C:29]1[CH:30]=[C:31](B(O)O)[CH:32]=[CH:33][CH:34]=1.C(=O)([O-])[O-].[Na+].[Na+]. (4) Given the product [CH3:1][C:2]1([CH3:31])[CH2:11][CH:10]=[C:9]([C:12]2[S:13][CH:14]=[C:15]([CH3:17])[N:16]=2)[C:8]2[CH:7]=[C:6]([C:18]#[C:19][C:20]3[CH:21]=[CH:22][C:23]([C:24]([OH:26])=[O:25])=[CH:29][CH:30]=3)[CH:5]=[CH:4][C:3]1=2, predict the reactants needed to synthesize it. The reactants are: [CH3:1][C:2]1([CH3:31])[CH2:11][CH:10]=[C:9]([C:12]2[S:13][CH:14]=[C:15]([CH3:17])[N:16]=2)[C:8]2[CH:7]=[C:6]([C:18]#[C:19][C:20]3[CH:30]=[CH:29][C:23]([C:24]([O:26]CC)=[O:25])=[CH:22][CH:21]=3)[CH:5]=[CH:4][C:3]1=2.[OH-].[Na+]. (5) Given the product [CH2:69]([O:68][P:67]([CH:58]([P:59]([O:64][CH2:65][CH3:66])([O:61][CH2:62][CH3:63])=[O:60])[CH2:57][C:54]1[CH:55]=[CH:56][C:51]([NH:50][C:48]([CH2:47][O:2][C:1]([N:22]2[CH2:23][CH2:24][CH2:25][C@H:26]3[CH2:27][N:19]([C:14]4[C:15]([O:17][CH3:18])=[C:16]5[C:11]([C:10](=[O:29])[C:9]([C:30]([O:32][CH2:33][C:34]6[CH:35]=[CH:36][CH:37]=[CH:38][CH:39]=6)=[O:31])=[CH:8][N:7]5[CH:4]5[CH2:6][CH2:5]5)=[CH:12][C:13]=4[F:28])[CH2:20][C@@H:21]23)=[O:3])=[O:49])=[CH:52][CH:53]=1)([O:71][CH2:72][CH3:73])=[O:74])[CH3:70], predict the reactants needed to synthesize it. The reactants are: [C:1](=[O:3])=[O:2].[CH:4]1([N:7]2[C:16]3[C:11](=[CH:12][C:13]([F:28])=[C:14]([N:19]4[CH2:27][C@H:26]5[C@H:21]([NH:22][CH2:23][CH2:24][CH2:25]5)[CH2:20]4)[C:15]=3[O:17][CH3:18])[C:10](=[O:29])[C:9]([C:30]([O:32][CH2:33][C:34]3[CH:39]=[CH:38][CH:37]=[CH:36][CH:35]=3)=[O:31])=[CH:8]2)[CH2:6][CH2:5]1.C(=O)([O-])[O-].[Cs+].[Cs+].Br[CH2:47][C:48]([NH:50][C:51]1[CH:56]=[CH:55][C:54]([CH2:57][CH:58]([P:67](=[O:74])([O:71][CH2:72][CH3:73])[O:68][CH2:69][CH3:70])[P:59]([O:64][CH2:65][CH3:66])([O:61][CH2:62][CH3:63])=[O:60])=[CH:53][CH:52]=1)=[O:49]. (6) Given the product [F:36][C:16]1[CH:15]=[C:14]([C:7]2[CH:6]=[N:5][C:4]3[C:9](=[CH:10][C:11]([O:12][CH3:13])=[C:2]([NH:45][CH2:44][CH2:43][N:40]4[CH2:41][CH2:42][O:37][CH2:38][CH2:39]4)[CH:3]=3)[N:8]=2)[CH:19]=[CH:18][C:17]=1[CH2:20][C:21]([NH:23][C:24]1[CH:28]=[C:27]([C:29]2([C:32]([F:34])([F:33])[F:35])[CH2:31][CH2:30]2)[O:26][N:25]=1)=[O:22], predict the reactants needed to synthesize it. The reactants are: Br[C:2]1[CH:3]=[C:4]2[C:9](=[CH:10][C:11]=1[O:12][CH3:13])[N:8]=[C:7]([C:14]1[CH:19]=[CH:18][C:17]([CH2:20][C:21]([NH:23][C:24]3[CH:28]=[C:27]([C:29]4([C:32]([F:35])([F:34])[F:33])[CH2:31][CH2:30]4)[O:26][N:25]=3)=[O:22])=[C:16]([F:36])[CH:15]=1)[CH:6]=[N:5]2.[O:37]1[CH2:42][CH2:41][N:40]([CH2:43][CH2:44][NH2:45])[CH2:39][CH2:38]1.C([O-])([O-])=O.[Cs+].[Cs+].C1(P(C2C=CC=CC=2)C2C3OC4C(=CC=CC=4P(C4C=CC=CC=4)C4C=CC=CC=4)C(C)(C)C=3C=CC=2)C=CC=CC=1.